This data is from Reaction yield outcomes from USPTO patents with 853,638 reactions. The task is: Predict the reaction yield, written as a fraction of the theoretical maximum amount of product (1.0 means a 100% yield; for example, 0.34 means a 34% yield). (1) The reactants are [CH3:1][C:2]1([CH3:33])[O:7][C:6]2[CH:8]=[CH:9][C:10]([NH:12][CH2:13][C:14]3[CH:19]=[CH:18][C:17]([C:20]#[C:21][C:22]4[CH:27]=[CH:26][C:25]([C:28]([F:31])([F:30])[F:29])=[CH:24][CH:23]=4)=[CH:16][CH:15]=3)=[CH:11][C:5]=2[C:4](=[O:32])[O:3]1.[CH:34](=O)[CH2:35][CH2:36][CH2:37][CH2:38][CH3:39]. No catalyst specified. The product is [CH2:34]([N:12]([CH2:13][C:14]1[CH:15]=[CH:16][C:17]([C:20]#[C:21][C:22]2[CH:27]=[CH:26][C:25]([C:28]([F:31])([F:29])[F:30])=[CH:24][CH:23]=2)=[CH:18][CH:19]=1)[C:10]1[CH:9]=[CH:8][C:6]2[O:7][C:2]([CH3:33])([CH3:1])[O:3][C:4](=[O:32])[C:5]=2[CH:11]=1)[CH2:35][CH2:36][CH2:37][CH2:38][CH3:39]. The yield is 0.780. (2) The reactants are C[O:2][C:3](=O)[C:4]1[CH:13]=[C:12]([O:14][CH2:15][CH2:16][CH2:17][CH2:18][CH2:19][CH2:20][CH2:21][CH2:22][CH2:23][CH2:24][CH2:25][CH2:26][CH2:27][CH3:28])[CH:11]=[C:6]([C:7](OC)=[O:8])[CH:5]=1.[H-].[Al+3].[Li+].[H-].[H-].[H-]. The catalyst is CCOCC. The product is [CH2:15]([O:14][C:12]1[CH:11]=[C:6]([CH2:7][OH:8])[CH:5]=[C:4]([CH2:3][OH:2])[CH:13]=1)[CH2:16][CH2:17][CH2:18][CH2:19][CH2:20][CH2:21][CH2:22][CH2:23][CH2:24][CH2:25][CH2:26][CH2:27][CH3:28]. The yield is 0.533.